This data is from Full USPTO retrosynthesis dataset with 1.9M reactions from patents (1976-2016). The task is: Predict the reactants needed to synthesize the given product. (1) Given the product [F:1][C:2]1[CH:3]=[C:4]([Cl:12])[C:5]([O:10][CH3:11])=[C:6]([CH:7]([OH:8])[CH3:13])[CH:9]=1, predict the reactants needed to synthesize it. The reactants are: [F:1][C:2]1[CH:3]=[C:4]([Cl:12])[C:5]([O:10][CH3:11])=[C:6]([CH:9]=1)[CH:7]=[O:8].[CH3:13][Mg]Br. (2) Given the product [CH3:12][C:3]1[CH:4]=[C:5]([NH2:11])[C:6]2[O:10][CH2:9][CH2:8][C:7]=2[C:2]=1[C:16]1[CH:17]=[CH:18][N:13]=[CH:14][CH:15]=1, predict the reactants needed to synthesize it. The reactants are: Br[C:2]1[C:7]2[CH2:8][CH2:9][O:10][C:6]=2[C:5]([NH2:11])=[CH:4][C:3]=1[CH3:12].[N:13]1[CH:18]=[CH:17][C:16](B(O)O)=[CH:15][CH:14]=1.C([O-])([O-])=O.[Cs+].[Cs+].O. (3) Given the product [Br-:1].[C:2]([CH:5]([CH2:29][CH3:30])[CH2:6][CH2:7][N:8]1[C:12]2[CH:13]=[CH:14][CH:15]=[CH:16][C:11]=2[S:10][C:9]1=[CH:17][C:18]1[C:27]2[C:22](=[CH:23][CH:24]=[CH:25][CH:26]=2)[N+:21]([CH3:28])=[CH:20][CH:19]=1)([OH:4])=[O:3], predict the reactants needed to synthesize it. The reactants are: [Br-:1].[C:2]([CH:5]([CH2:29][CH2:30]C)[CH2:6][CH2:7][N:8]1[C:12]2[CH:13]=[CH:14][CH:15]=[CH:16][C:11]=2[S:10][C:9]1=[CH:17][C:18]1[C:27]2[C:22](=[CH:23][CH:24]=[CH:25][CH:26]=2)[N+:21]([CH3:28])=[CH:20][CH:19]=1)([OH:4])=[O:3].[Br-].C(C(CC)CCC[N+]1C2C=CC=CC=2SC=1C)(O)=O.[Br-].CC1SC2C=CC=CC=2[NH+]=1.[Br-].C[N+]1C2C(=CC=CC=2)C(C=C2N(CCCCC(O)=O)C3C=CC=CC=3S2)=CC=1. (4) Given the product [CH:12]([CH2:13][CH2:14][C:15]1[O:16][C:17]2[CH:23]=[CH:22][C:21]([C:24]([O:26][CH3:27])=[O:25])=[CH:20][C:18]=2[CH:19]=1)=[O:11], predict the reactants needed to synthesize it. The reactants are: C(Cl)(=O)C(Cl)=O.CS(C)=O.[OH:11][CH2:12][CH2:13][CH2:14][C:15]1[O:16][C:17]2[CH:23]=[CH:22][C:21]([C:24]([O:26][CH3:27])=[O:25])=[CH:20][C:18]=2[CH:19]=1.C(N(CC)CC)C. (5) Given the product [Cl:1][C:2]1[C:3](=[O:28])[N:4]([CH2:18][CH2:19][C:20]2[CH:27]=[CH:26][C:23]([C:24]3[NH:31][N:30]=[N:29][N:25]=3)=[CH:22][CH:21]=2)[C:5]([CH2:9][N:10]2[CH2:14][CH2:13][CH2:12][C@@H:11]2[CH2:15][CH2:16][CH3:17])=[C:6]([Cl:8])[CH:7]=1, predict the reactants needed to synthesize it. The reactants are: [Cl:1][C:2]1[C:3](=[O:28])[N:4]([CH2:18][CH2:19][C:20]2[CH:27]=[CH:26][C:23]([C:24]#[N:25])=[CH:22][CH:21]=2)[C:5]([CH2:9][N:10]2[CH2:14][CH2:13][CH2:12][C@@H:11]2[CH2:15][CH2:16][CH3:17])=[C:6]([Cl:8])[CH:7]=1.[N-:29]=[N+:30]=[N-:31].[Na+].Cl.C(N(CC)CC)C.O.